Dataset: Full USPTO retrosynthesis dataset with 1.9M reactions from patents (1976-2016). Task: Predict the reactants needed to synthesize the given product. (1) Given the product [Cl:23][C:24]1[CH:29]=[CH:28][CH:27]=[CH:26][C:25]=1[C@H:30]([NH:10][C:11]([C:13]1[CH:14]=[C:15]2[C:19](=[CH:20][CH:21]=1)[NH:18][N:17]=[C:16]2[I:22])=[O:12])[CH2:31][CH3:32], predict the reactants needed to synthesize it. The reactants are: FC1C=CC=CC=1[C@H]([NH:10][C:11]([C:13]1[CH:14]=[C:15]2[C:19](=[CH:20][CH:21]=1)[NH:18][N:17]=[C:16]2[I:22])=[O:12])C.[Cl:23][C:24]1[CH:29]=[CH:28][CH:27]=[CH:26][C:25]=1[C:30](=O)[CH2:31][CH3:32]. (2) Given the product [F:1][C:2]1[CH:7]=[CH:6][CH:5]=[CH:4][C:3]=1[N:8]1[C:12]([CH2:13][O:14][CH3:15])=[C:11]([C:16]2[O:18][N:36]=[C:20]([C:21]3[CH:22]=[CH:23][C:24]([CH2:25][NH:26][C:27](=[O:33])[O:28][C:29]([CH3:30])([CH3:31])[CH3:32])=[CH:34][CH:35]=3)[N:19]=2)[N:10]=[N:9]1, predict the reactants needed to synthesize it. The reactants are: [F:1][C:2]1[CH:7]=[CH:6][CH:5]=[CH:4][C:3]=1[N:8]1[C:12]([CH2:13][O:14][CH3:15])=[C:11]([C:16]([OH:18])=O)[N:10]=[N:9]1.[NH2:19][C:20](=[N:36]O)[C:21]1[CH:35]=[CH:34][C:24]([CH2:25][NH:26][C:27](=[O:33])[O:28][C:29]([CH3:32])([CH3:31])[CH3:30])=[CH:23][CH:22]=1. (3) Given the product [Cl:1][C:2]1[CH:7]=[C:6]([N:24]2[CH2:25][CH2:26][N:21]([CH2:20][CH2:19][OH:18])[CH2:22][CH2:23]2)[N:5]2[N:9]=[C:10]([C:12]3[CH:17]=[CH:16][CH:15]=[CH:14][CH:13]=3)[CH:11]=[C:4]2[N:3]=1, predict the reactants needed to synthesize it. The reactants are: [Cl:1][C:2]1[CH:7]=[C:6](Cl)[N:5]2[N:9]=[C:10]([C:12]3[CH:17]=[CH:16][CH:15]=[CH:14][CH:13]=3)[CH:11]=[C:4]2[N:3]=1.[OH:18][CH2:19][CH2:20][N:21]1[CH2:26][CH2:25][NH:24][CH2:23][CH2:22]1. (4) Given the product [F:1][C:2](=[C:3]1[CH2:8][CH2:7][NH:6][CH2:5][CH2:4]1)[C:16]1[CH:17]=[C:18]([CH:19]=[CH:20][CH:21]=1)[O:22][C:23]1[CH:28]=[CH:27][C:26]([C:29]([F:31])([F:32])[F:30])=[CH:25][N:24]=1, predict the reactants needed to synthesize it. The reactants are: [F:1][C:2]([C:16]1[CH:21]=[CH:20][CH:19]=[C:18]([O:22][C:23]2[CH:28]=[CH:27][C:26]([C:29]([F:32])([F:31])[F:30])=[CH:25][N:24]=2)[CH:17]=1)=[C:3]1[CH2:8][CH2:7][N:6](C(OC(C)(C)C)=O)[CH2:5][CH2:4]1.C(O)(C(F)(F)F)=O. (5) Given the product [Br:12][C:7]1[CH:6]=[C:5]([CH2:8][CH2:9][C:10]#[N:11])[CH:4]=[CH:3][C:2]=1[O:1][CH2:14][O:15][CH2:16][CH2:17][O:18][CH3:19], predict the reactants needed to synthesize it. The reactants are: [OH:1][C:2]1[CH:7]=[CH:6][C:5]([CH2:8][CH2:9][C:10]#[N:11])=[CH:4][CH:3]=1.[Br:12]Br.[CH2:14](Cl)[O:15][CH2:16][CH2:17][O:18][CH3:19].[OH-].[Na+]. (6) Given the product [Cl:21][C:22]1[N:27]=[CH:26][C:25]([C:2]2[C:10]3[C:5](=[CH:6][C:7]([F:11])=[CH:8][CH:9]=3)[N:4]([S:12]([C:15]3[CH:20]=[CH:19][CH:18]=[CH:17][CH:16]=3)(=[O:14])=[O:13])[CH:3]=2)=[CH:24][CH:23]=1, predict the reactants needed to synthesize it. The reactants are: Br[C:2]1[C:10]2[C:5](=[CH:6][C:7]([F:11])=[CH:8][CH:9]=2)[N:4]([S:12]([C:15]2[CH:20]=[CH:19][CH:18]=[CH:17][CH:16]=2)(=[O:14])=[O:13])[CH:3]=1.[Cl:21][C:22]1[N:27]=[CH:26][C:25](B(O)O)=[CH:24][CH:23]=1.[O-]P([O-])([O-])=O.[K+].[K+].[K+].C(Cl)Cl.